This data is from Full USPTO retrosynthesis dataset with 1.9M reactions from patents (1976-2016). The task is: Predict the reactants needed to synthesize the given product. (1) Given the product [CH:37]1([C:35]([NH:34][C:32]2[N:33]=[C:28]3[CH:27]=[CH:26][C:25]([O:24][C:23]4[CH:40]=[CH:41][C:42]([CH3:43])=[C:21]([NH:20][C:7]([C:6]5[CH:5]=[C:4]([CH3:10])[S:3][C:2]=5[CH3:1])=[O:9])[CH:22]=4)=[CH:30][N:29]3[N:31]=2)=[O:36])[CH2:38][CH2:39]1, predict the reactants needed to synthesize it. The reactants are: [CH3:1][C:2]1[S:3][C:4]([CH3:10])=[CH:5][C:6]=1[C:7]([OH:9])=O.O1CCCC1.S(Cl)(Cl)=O.[NH2:20][C:21]1[CH:22]=[C:23]([CH:40]=[CH:41][C:42]=1[CH3:43])[O:24][C:25]1[CH:26]=[CH:27][C:28]2[N:29]([N:31]=[C:32]([NH:34][C:35]([CH:37]3[CH2:39][CH2:38]3)=[O:36])[N:33]=2)[CH:30]=1. (2) Given the product [CH3:39][N:36]1[CH2:35][CH2:34][N:33]([C:30]2[S:31][CH:32]=[C:28]([C:25]3[CH:24]=[CH:23][C:22]([C:20]([NH:19][C:13]4([C:11]([OH:12])=[O:10])[CH2:18][CH2:17][CH2:16][CH2:15][CH2:14]4)=[O:21])=[CH:27][CH:26]=3)[N:29]=2)[CH2:38][CH2:37]1, predict the reactants needed to synthesize it. The reactants are: [OH-].[Na+].C1(C[O:10][C:11]([C:13]2([NH:19][C:20]([C:22]3[CH:27]=[CH:26][C:25]([C:28]4[N:29]=[C:30]([N:33]5[CH2:38][CH2:37][N:36]([CH3:39])[CH2:35][CH2:34]5)[S:31][CH:32]=4)=[CH:24][CH:23]=3)=[O:21])[CH2:18][CH2:17][CH2:16][CH2:15][CH2:14]2)=[O:12])C=CC=CC=1.CCOCC.